Dataset: Full USPTO retrosynthesis dataset with 1.9M reactions from patents (1976-2016). Task: Predict the reactants needed to synthesize the given product. Given the product [Br-:12].[CH3:1][NH+:2]1[CH:6]=[CH:5][N:4]([CH2:7][CH2:8][CH2:9][CH2:10][CH3:11])[CH2:3]1, predict the reactants needed to synthesize it. The reactants are: [CH3:1][N+:2]1[CH:6]=[CH:5][N:4]([CH2:7][CH2:8][CH2:9][CH2:10][CH3:11])[CH:3]=1.[Br:12]CCCCC.CN1C=CN=C1.